The task is: Predict the product of the given reaction.. This data is from Forward reaction prediction with 1.9M reactions from USPTO patents (1976-2016). (1) Given the reactants [C:1]1([C:7]2[N:12]=[C:11]([N:13]3[CH2:18][CH2:17][N:16](C(OC(C)(C)C)=O)[CH2:15][CH2:14]3)[CH:10]=[N:9][CH:8]=2)[CH:6]=[CH:5][CH:4]=[CH:3][CH:2]=1.C(OCC)(=O)C.[ClH:32], predict the reaction product. The product is: [ClH:32].[ClH:32].[C:1]1([C:7]2[CH:8]=[N:9][CH:10]=[C:11]([N:13]3[CH2:18][CH2:17][NH:16][CH2:15][CH2:14]3)[N:12]=2)[CH:2]=[CH:3][CH:4]=[CH:5][CH:6]=1. (2) Given the reactants Br[CH2:2][CH2:3][CH2:4][C:5]([C:11]1[CH:16]=[CH:15][C:14]([O:17][CH3:18])=[C:13]([O:19][CH3:20])[CH:12]=1)([CH:8]([CH3:10])[CH3:9])[C:6]#[N:7].[CH3:21][NH:22][CH2:23][CH2:24][C:25]1[CH:30]=[CH:29][CH:28]=[CH:27][CH:26]=1, predict the reaction product. The product is: [CH3:20][O:19][C:13]1[CH:12]=[C:11]([C:5]([CH:8]([CH3:10])[CH3:9])([CH2:4][CH2:3][CH2:2][N:22]([CH3:21])[CH2:23][CH2:24][C:25]2[CH:30]=[CH:29][CH:28]=[CH:27][CH:26]=2)[C:6]#[N:7])[CH:16]=[CH:15][C:14]=1[O:17][CH3:18]. (3) The product is: [F:13][C:11]1[C:10]2[C:25](=[O:26])[C:24]([C:21]3[CH:22]=[CH:23][C:18]([OH:17])=[CH:19][CH:20]=3)=[CH:15][O:14][C:9]=2[CH:8]=[C:7]([OH:6])[CH:12]=1. Given the reactants [Cl-].[Al+3].[Cl-].[Cl-].C[O:6][C:7]1[CH:12]=[C:11]([F:13])[CH:10]=[C:9]([O:14][CH3:15])[CH:8]=1.C[O:17][C:18]1[CH:23]=[CH:22][C:21]([CH2:24][C:25](Cl)=[O:26])=[CH:20][CH:19]=1, predict the reaction product. (4) The product is: [Cl:1][C:2]1[CH:7]=[C:6]([Cl:8])[CH:5]=[CH:4][C:3]=1[C:9]1[N:10]=[C:11]([CH2:16][C:17]2[CH:18]=[CH:19][C:20]([C:23]3[CH:24]=[CH:25][C:26]([O:29][C:30]4[CH:31]=[CH:32][C:33]([N:39]([S:40]([CH3:43])(=[O:42])=[O:41])[CH3:45])=[C:34]([CH:38]=4)[C:35]([OH:37])=[O:36])=[CH:27][CH:28]=3)=[CH:21][CH:22]=2)[N:12]([CH2:14][CH3:15])[CH:13]=1. Given the reactants [Cl:1][C:2]1[CH:7]=[C:6]([Cl:8])[CH:5]=[CH:4][C:3]=1[C:9]1[N:10]=[C:11]([CH2:16][C:17]2[CH:22]=[CH:21][C:20]([C:23]3[CH:28]=[CH:27][C:26]([O:29][C:30]4[CH:31]=[CH:32][C:33]([NH:39][S:40]([CH3:43])(=[O:42])=[O:41])=[C:34]([CH:38]=4)[C:35]([OH:37])=[O:36])=[CH:25][CH:24]=3)=[CH:19][CH:18]=2)[N:12]([CH2:14][CH3:15])[CH:13]=1.I[CH3:45], predict the reaction product. (5) Given the reactants C[O-].[Na+].Cl.[NH2:5][OH:6].[Na+].[Cl-].C[O:10][C:11](=O)[CH2:12][CH2:13][CH2:14][CH2:15][CH2:16][NH:17][S:18]([C:21]1[CH:22]=[N:23][CH:24]=[CH:25][CH:26]=1)(=[O:20])=[O:19].[C:28]([OH:33])(=[O:32])[C:29]([OH:31])=[O:30], predict the reaction product. The product is: [C:28]([OH:33])(=[O:32])[C:29]([OH:31])=[O:30].[OH:6][NH:5][C:11](=[O:10])[CH2:12][CH2:13][CH2:14][CH2:15][CH2:16][NH:17][S:18]([C:21]1[CH:22]=[N:23][CH:24]=[CH:25][CH:26]=1)(=[O:20])=[O:19]. (6) The product is: [Cl:1][C:27]1[C:28]2[CH:29]=[N:30][CH:31]=[CH:32][C:33]=2[NH:34][C:26]=1[CH2:25][C:10]([OH:24])([CH2:11][C:12]([C:15]1[CH:20]=[C:19]([F:21])[CH:18]=[CH:17][C:16]=1[O:22][CH3:23])([CH3:14])[CH3:13])[C:9]([F:35])([F:8])[F:36]. Given the reactants [Cl:1]C(Cl)(Cl)C(Cl)=O.[F:8][C:9]([F:36])([F:35])[C:10]([CH2:25][C:26]1[NH:34][C:33]2[CH:32]=[CH:31][N:30]=[CH:29][C:28]=2[CH:27]=1)([OH:24])[CH2:11][C:12]([C:15]1[CH:20]=[C:19]([F:21])[CH:18]=[CH:17][C:16]=1[O:22][CH3:23])([CH3:14])[CH3:13], predict the reaction product. (7) The product is: [CH2:1]([O:8][C:9]1[CH:13]=[C:12]([CH2:14][OH:15])[N:11]([C:18]2[CH:23]=[CH:22][CH:21]=[CH:20][CH:19]=2)[N:10]=1)[C:2]1[CH:3]=[CH:4][CH:5]=[CH:6][CH:7]=1. Given the reactants [CH2:1]([O:8][C:9]1[CH:13]=[C:12]([C:14](OC)=[O:15])[N:11]([C:18]2[CH:23]=[CH:22][CH:21]=[CH:20][CH:19]=2)[N:10]=1)[C:2]1[CH:7]=[CH:6][CH:5]=[CH:4][CH:3]=1.[H-].[Li+].[Al+3].[H-].[H-].[H-].O.O.O.O.O.O.O.O.O.O.[O-]S([O-])(=O)=O.[Na+].[Na+], predict the reaction product. (8) Given the reactants I[C:2]1[CH:3]=[N:4][NH:5][CH:6]=1.[CH2:7]([Li])[CH2:8][CH2:9][CH3:10].[CH2:12]1[CH2:16][O:15][CH2:14][CH2:13]1, predict the reaction product. The product is: [CH:14]12[O:15][CH:16]1[CH2:12][CH2:2][CH2:6][CH2:13]2.[NH:4]1[CH:3]=[C:8]([C@@H:9]2[CH2:10][CH2:16][CH2:12][CH2:13][C@H:14]2[OH:15])[CH:7]=[N:5]1.